This data is from Catalyst prediction with 721,799 reactions and 888 catalyst types from USPTO. The task is: Predict which catalyst facilitates the given reaction. (1) Reactant: [Cl:1][C:2]1[CH:7]=[CH:6][C:5]([C:8]2[N:12]([CH:13]([CH:16]3[CH2:21][CH2:20][CH2:19][CH2:18][CH2:17]3)[CH2:14][OH:15])[C:11]3[CH:22]=[C:23]([F:27])[C:24]([F:26])=[CH:25][C:10]=3[N:9]=2)=[CH:4][CH:3]=1.[CH2:28]([O:30][C:31](=[O:43])[C:32]([O:35][C:36]1[CH:41]=[CH:40][C:39](O)=[CH:38][CH:37]=1)([CH3:34])[CH3:33])[CH3:29].C(P(CCCC)CCCC)CCC.CN(C)C(N=NC(N(C)C)=O)=O. Product: [CH2:28]([O:30][C:31](=[O:43])[C:32]([O:35][C:36]1[CH:41]=[CH:40][C:39]([O:15][CH2:14][CH:13]([N:12]2[C:11]3[CH:22]=[C:23]([F:27])[C:24]([F:26])=[CH:25][C:10]=3[N:9]=[C:8]2[C:5]2[CH:6]=[CH:7][C:2]([Cl:1])=[CH:3][CH:4]=2)[CH:16]2[CH2:17][CH2:18][CH2:19][CH2:20][CH2:21]2)=[CH:38][CH:37]=1)([CH3:34])[CH3:33])[CH3:29]. The catalyst class is: 7. (2) Reactant: [C:1]([C:5]1[C:6]([O:28][CH3:29])=[C:7]([CH:18]=[C:19]([C:21]2[C:22](=[O:27])[NH:23][CH:24]=[CH:25][CH:26]=2)[CH:20]=1)[C:8]([C:10]1[CH:11]=[C:12]([CH:15]=[CH:16][CH:17]=1)[C:13]#[N:14])=[O:9])([CH3:4])([CH3:3])[CH3:2]. Product: [NH2:14][CH2:13][C:12]1[CH:11]=[C:10]([CH:17]=[CH:16][CH:15]=1)[C:8]([C:7]1[CH:18]=[C:19]([C:21]2[C:22](=[O:27])[NH:23][CH:24]=[CH:25][CH:26]=2)[CH:20]=[C:5]([C:1]([CH3:4])([CH3:3])[CH3:2])[C:6]=1[O:28][CH3:29])=[O:9]. The catalyst class is: 181. (3) Reactant: [OH:1][C:2]1[CH:11]=[CH:10][C:9]2[NH:8][C:7](=[O:12])[C:6]3[S:13][CH:14]=[CH:15][C:5]=3[C:4]=2[C:3]=1[C:16]1[CH:21]=[CH:20][C:19]([CH:22]([NH:24][C:25](=[O:31])[O:26][C:27]([CH3:30])([CH3:29])[CH3:28])[CH3:23])=[CH:18][CH:17]=1.[H-].[Na+].Cl[C:35]([O:37][CH:38]([CH3:40])[CH3:39])=[O:36].O. Product: [CH:38]([O:37][C:35]([O:1][C:2]1[CH:11]=[CH:10][C:9]2[NH:8][C:7](=[O:12])[C:6]3[S:13][CH:14]=[CH:15][C:5]=3[C:4]=2[C:3]=1[C:16]1[CH:21]=[CH:20][C:19]([CH:22]([NH:24][C:25](=[O:31])[O:26][C:27]([CH3:30])([CH3:29])[CH3:28])[CH3:23])=[CH:18][CH:17]=1)=[O:36])([CH3:40])[CH3:39]. The catalyst class is: 1. (4) The catalyst class is: 17. Reactant: [NH2:1][C:2]1[CH:7]=[CH:6][C:5]([S:8]([NH2:11])(=[O:10])=[O:9])=[CH:4][CH:3]=1.[C:12](Cl)(=[O:22])[C:13]1[C:14](=[CH:18][CH:19]=[CH:20][CH:21]=1)[C:15](Cl)=[O:16].Cl. Product: [O:16]=[C:15]1[C:14]2[CH:18]=[CH:19][CH:20]=[CH:21][C:13]=2[C:12](=[O:22])[N:1]1[C:2]1[CH:7]=[CH:6][C:5]([S:8]([NH2:11])(=[O:9])=[O:10])=[CH:4][CH:3]=1. (5) Reactant: [Cl:1][C:2]1[C:3]([N+:16]([O-])=O)=[CH:4][C:5]([N+:13]([O-])=O)=[C:6](/[CH:8]=[CH:9]/N(C)C)[CH:7]=1. Product: [Cl:1][C:2]1[CH:7]=[C:6]2[C:5](=[CH:4][C:3]=1[NH2:16])[NH:13][CH:9]=[CH:8]2. The catalyst class is: 592. (6) Reactant: [F:1][C:2]1[CH:3]=[CH:4][C:5]2[S:9][C:8]([CH2:10][N:11]3[CH2:16][CH2:15][NH:14][CH2:13][CH2:12]3)=[N:7][C:6]=2[CH:17]=1.CCN=C=NCCCN(C)C.Cl.C1C=CC2N(O)N=NC=2C=1.C(N(CC)CC)C.[N+:47]([C:50]1[CH:55]=[CH:54][C:53]([NH:56][CH:57]2[CH2:62][CH2:61][CH:60]([O:63][CH2:64][C:65](O)=[O:66])[CH2:59][CH2:58]2)=[CH:52][C:51]=1[C:68]([F:71])([F:70])[F:69])([O-:49])=[O:48]. Product: [F:1][C:2]1[CH:3]=[CH:4][C:5]2[S:9][C:8]([CH2:10][N:11]3[CH2:16][CH2:15][N:14]([C:65](=[O:66])[CH2:64][O:63][CH:60]4[CH2:61][CH2:62][CH:57]([NH:56][C:53]5[CH:54]=[CH:55][C:50]([N+:47]([O-:49])=[O:48])=[C:51]([C:68]([F:70])([F:69])[F:71])[CH:52]=5)[CH2:58][CH2:59]4)[CH2:13][CH2:12]3)=[N:7][C:6]=2[CH:17]=1. The catalyst class is: 4. (7) Reactant: [CH3:1][CH2:2][CH2:3][CH2:4][NH:5][C:6]1[CH:7]=[C:8]([C:23]([OH:25])=[O:24])[CH:9]=[C:10]([S:19]([NH2:22])(=[O:21])=[O:20])[C:11]=1[O:12][C:13]1[CH:14]=[CH:15][CH:16]=[CH:17][CH:18]=1.Cl[CH2:27][C:28]([N:30]([CH3:32])[CH3:31])=[O:29].C(N(CC)CC)C.[I-].[Na+]. Product: [NH2:22][S:19]([C:10]1[CH:9]=[C:8]([CH:7]=[C:6]([NH:5][CH2:4][CH2:3][CH2:2][CH3:1])[C:11]=1[O:12][C:13]1[CH:18]=[CH:17][CH:16]=[CH:15][CH:14]=1)[C:23]([O:25][CH2:27][C:28]([N:30]([CH3:32])[CH3:31])=[O:29])=[O:24])(=[O:21])=[O:20]. The catalyst class is: 9. (8) Reactant: [CH3:1][C:2]1[CH:3]=[CH:4][C:5]([O:15][CH2:16][C:17]2[CH:22]=[CH:21][C:20]([F:23])=[CH:19][CH:18]=2)=[C:6]([C:8](=O)[CH2:9][CH2:10][C:11](=O)[CH3:12])[CH:7]=1.[NH2:24][C:25]1[CH:26]=[CH:27][C:28]([F:34])=[C:29]([CH:33]=1)[C:30]([OH:32])=[O:31].CC1C=CC(S(O)(=O)=O)=CC=1. Product: [CH3:1][C:2]1[CH:3]=[CH:4][C:5]([O:15][CH2:16][C:17]2[CH:22]=[CH:21][C:20]([F:23])=[CH:19][CH:18]=2)=[C:6]([C:8]2[N:24]([C:25]3[CH:33]=[C:29]([C:28]([F:34])=[CH:27][CH:26]=3)[C:30]([OH:32])=[O:31])[C:11]([CH3:12])=[CH:10][CH:9]=2)[CH:7]=1. The catalyst class is: 296.